Dataset: Full USPTO retrosynthesis dataset with 1.9M reactions from patents (1976-2016). Task: Predict the reactants needed to synthesize the given product. Given the product [CH3:1][O:2][C:3]1[CH:8]=[CH:7][C:6]([C:9]2[C:14]([CH3:15])=[C:13]([C:16]([F:19])([F:17])[F:18])[N:12]3[N:20]=[CH:21][C:22]([C:23]([N:65]4[CH2:64][CH2:63][N:62]([C@@H:66]([C:68]5[CH:73]=[CH:72][CH:71]=[CH:70][CH:69]=5)[CH3:67])[CH2:61][C@H:60]4[CH3:59])=[O:24])=[C:11]3[N:10]=2)=[CH:5][CH:4]=1, predict the reactants needed to synthesize it. The reactants are: [CH3:1][O:2][C:3]1[CH:8]=[CH:7][C:6]([C:9]2[C:14]([CH3:15])=[C:13]([C:16]([F:19])([F:18])[F:17])[N:12]3[N:20]=[CH:21][C:22]([C:23](O)=[O:24])=[C:11]3[N:10]=2)=[CH:5][CH:4]=1.CN(C(ON1N=NC2C=CC=NC1=2)=[N+](C)C)C.F[P-](F)(F)(F)(F)F.CCN(C(C)C)C(C)C.[CH3:59][C@H:60]1[NH:65][CH2:64][CH2:63][N:62]([C@@H:66]([C:68]2[CH:73]=[CH:72][CH:71]=[CH:70][CH:69]=2)[CH3:67])[CH2:61]1.